From a dataset of Full USPTO retrosynthesis dataset with 1.9M reactions from patents (1976-2016). Predict the reactants needed to synthesize the given product. (1) Given the product [CH:1]1([CH2:7][CH2:8][C@H:9]([CH2:13][C:14]([N:16]2[CH2:21][CH2:20][O:19][CH2:18][CH2:17]2)=[O:15])[C:10]([NH:59][C@@H:57]([CH3:58])[CH2:56][NH:55][C:52]2[CH:51]=[CH:50][C:49]([O:48][C:47]([F:46])([F:60])[F:61])=[CH:54][CH:53]=2)=[O:12])[CH2:2][CH2:3][CH2:4][CH2:5][CH2:6]1, predict the reactants needed to synthesize it. The reactants are: [CH:1]1([CH2:7][CH2:8][C@H:9]([CH2:13][C:14]([N:16]2[CH2:21][CH2:20][O:19][CH2:18][CH2:17]2)=[O:15])[C:10]([OH:12])=O)[CH2:6][CH2:5][CH2:4][CH2:3][CH2:2]1.CN(C(ON1N=NC2C=CC=NC1=2)=[N+](C)C)C.F[P-](F)(F)(F)(F)F.[F:46][C:47]([F:61])([F:60])[O:48][C:49]1[CH:54]=[CH:53][C:52]([NH:55][CH2:56][C@@H:57]([NH2:59])[CH3:58])=[CH:51][CH:50]=1.CCN(C(C)C)C(C)C. (2) Given the product [CH3:18][O:17][C:13]1[CH:12]=[CH:11][C:10]([N:19]2[CH2:24][CH2:23][N:22]([CH3:25])[CH2:21][CH2:20]2)=[C:9]2[C:14]=1[CH2:15][CH2:16][N:7]([C:5](=[O:6])[CH2:4][CH2:3][CH2:2][NH:1][C:37]([C:32]1[C:31]3[CH:30]=[CH:29][CH:28]=[N:27][C:36]=3[CH:35]=[CH:34][CH:33]=1)=[O:38])[CH2:8]2, predict the reactants needed to synthesize it. The reactants are: [NH2:1][CH2:2][CH2:3][CH2:4][C:5]([N:7]1[CH2:16][CH2:15][C:14]2[C:9](=[C:10]([N:19]3[CH2:24][CH2:23][N:22]([CH3:25])[CH2:21][CH2:20]3)[CH:11]=[CH:12][C:13]=2[O:17][CH3:18])[CH2:8]1)=[O:6].Cl.[N:27]1[C:36]2[CH:35]=[CH:34][CH:33]=[C:32]([C:37](Cl)=[O:38])[C:31]=2[CH:30]=[CH:29][CH:28]=1. (3) Given the product [C:28]([C:2]1[N:7]=[CH:6][C:5]([C:8]([NH:10][CH2:11][C:12]2[CH:13]=[C:14]3[C:18](=[CH:19][CH:20]=2)[NH:17][C:16]([C:21]([F:24])([F:23])[F:22])=[CH:15]3)=[O:9])=[CH:4][CH:3]=1)#[N:29], predict the reactants needed to synthesize it. The reactants are: Br[C:2]1[N:7]=[CH:6][C:5]([C:8]([NH:10][CH2:11][C:12]2[CH:13]=[C:14]3[C:18](=[CH:19][CH:20]=2)[NH:17][C:16]([C:21]([F:24])([F:23])[F:22])=[CH:15]3)=[O:9])=[CH:4][CH:3]=1.Cl.FC(F)(F)[C:28]1[NH:29]C2C(C=1)=CC(CN)=CC=2.